Dataset: SARS-CoV-2 main protease (3CLPro) crystallographic fragment screen with 879 compounds. Task: Binary Classification. Given a drug SMILES string, predict its activity (active/inactive) in a high-throughput screening assay against a specified biological target. (1) The result is 0 (inactive). The compound is CC(Oc1ccc(-c2ccccc2)cc1)C(=O)O. (2) The molecule is CNC(=O)C1CNCCO1. The result is 0 (inactive). (3) The compound is CC(=O)N1C[C@H](CO)[C@H](c2ccccc2)C1. The result is 0 (inactive).